Predict the reactants needed to synthesize the given product. From a dataset of Full USPTO retrosynthesis dataset with 1.9M reactions from patents (1976-2016). (1) Given the product [Br:7][C:4]1[S:3][C:2]([N:8]2[CH2:12][CH2:11][CH2:10][CH2:9]2)=[N:6][CH:5]=1, predict the reactants needed to synthesize it. The reactants are: Br[C:2]1[S:3][C:4]([Br:7])=[CH:5][N:6]=1.[NH:8]1[CH2:12][CH2:11][CH2:10][CH2:9]1.CCN(C(C)C)C(C)C. (2) Given the product [CH3:12][O:13][C:14]1[CH:15]=[C:16]([C:2]2[C:10]3[C:5](=[N:6][CH:7]=[N:8][C:9]=3[NH2:11])[NH:4][N:3]=2)[CH:17]=[CH:18][C:19]=1[O:20][CH3:21], predict the reactants needed to synthesize it. The reactants are: I[C:2]1[C:10]2[C:5](=[N:6][CH:7]=[N:8][C:9]=2[NH2:11])[NH:4][N:3]=1.[CH3:12][O:13][C:14]1[CH:15]=[C:16](B(O)O)[CH:17]=[CH:18][C:19]=1[O:20][CH3:21].C(=O)([O-])[O-].[Na+].[Na+].ClCCl. (3) Given the product [NH2:1][N:2]1[CH:6]=[CH:5][C:4]([CH:7]2[CH2:9][CH2:8]2)=[C:3]1[C:10]([OH:12])=[O:11], predict the reactants needed to synthesize it. The reactants are: [NH2:1][N:2]1[CH:6]=[CH:5][C:4]([CH:7]2[CH2:9][CH2:8]2)=[C:3]1[C:10]([O:12]CC)=[O:11].[Li+].[OH-]. (4) Given the product [NH2:14][C:15](=[O:58])[C:16]([CH3:56])([CH3:57])[CH2:17][NH:18][C:19]([C@H:21]([CH:53]([CH3:54])[CH3:55])[CH2:22][C@@H:23]1[O:27][CH2:26][N:25]([C:28]([O:30][CH2:31][O:8][C:7](=[O:9])[C@@H:6]([O:5][CH2:4][O:3][CH2:1][CH3:2])[CH3:10])=[O:29])[C@H:24]1[CH2:33][C@H:34]([CH2:38][C:39]1[CH:44]=[CH:43][C:42]([O:45][CH3:46])=[C:41]([O:47][CH2:48][CH2:49][CH2:50][O:51][CH3:52])[CH:40]=1)[CH:35]([CH3:36])[CH3:37])=[O:20], predict the reactants needed to synthesize it. The reactants are: [CH2:1]([O:3][CH2:4][O:5][C@@H:6]([CH3:10])[C:7]([O-:9])=[O:8])[CH3:2].[Cs+].[I-].[Cs+].[NH2:14][C:15](=[O:58])[C:16]([CH3:57])([CH3:56])[CH2:17][NH:18][C:19]([C@H:21]([CH:53]([CH3:55])[CH3:54])[CH2:22][C@@H:23]1[O:27][CH2:26][N:25]([C:28]([O:30][CH2:31]Cl)=[O:29])[C@H:24]1[CH2:33][C@H:34]([CH2:38][C:39]1[CH:44]=[CH:43][C:42]([O:45][CH3:46])=[C:41]([O:47][CH2:48][CH2:49][CH2:50][O:51][CH3:52])[CH:40]=1)[CH:35]([CH3:37])[CH3:36])=[O:20].C(O)(=O)CC(CC(O)=O)(C(O)=O)O. (5) Given the product [IH:12].[C:1]([N:8]([CH2:9][CH2:10][NH2:11])[C:15]([NH2:17])=[NH:16])([O:3][C:4]([CH3:5])([CH3:6])[CH3:7])=[O:2], predict the reactants needed to synthesize it. The reactants are: [C:1]([NH:8][CH2:9][CH2:10][NH2:11])([O:3][C:4]([CH3:7])([CH3:6])[CH3:5])=[O:2].[IH:12].CS[C:15](=[NH:17])[NH2:16]. (6) Given the product [CH3:24][C@@H:10]1[CH2:11][N:12]([C:14]2[C:15]([CH2:21][OH:22])=[N:16][CH:17]=[C:18]([F:20])[CH:19]=2)[CH2:13][C@H:8]([CH3:7])[O:9]1, predict the reactants needed to synthesize it. The reactants are: ClC(OCC)=O.[CH3:7][C@@H:8]1[CH2:13][N:12]([C:14]2[C:15]([C:21](O)=[O:22])=[N:16][CH:17]=[C:18]([F:20])[CH:19]=2)[CH2:11][C@H:10]([CH3:24])[O:9]1.[BH4-].[Li+]. (7) Given the product [Br:1][C:2]1[CH:7]=[C:6]([CH2:8][C:9]2[C:17]3[C:12](=[CH:13][CH:14]=[CH:15][CH:16]=3)[C:11](=[O:10])[NH:21][N:20]=2)[CH:5]=[CH:4][N:3]=1, predict the reactants needed to synthesize it. The reactants are: [Br:1][C:2]1[CH:7]=[C:6]([CH:8]=[C:9]2[C:17]3[C:12](=[CH:13][CH:14]=[CH:15][CH:16]=3)[C:11](=O)[O:10]2)[CH:5]=[CH:4][N:3]=1.O.[NH2:20][NH2:21].